From a dataset of Peptide-MHC class I binding affinity with 185,985 pairs from IEDB/IMGT. Regression. Given a peptide amino acid sequence and an MHC pseudo amino acid sequence, predict their binding affinity value. This is MHC class I binding data. (1) The peptide sequence is TMLFTMLRK. The MHC is HLA-A33:01 with pseudo-sequence HLA-A33:01. The binding affinity (normalized) is 0.123. (2) The peptide sequence is VTSSGAIYKL. The MHC is HLA-A02:01 with pseudo-sequence HLA-A02:01. The binding affinity (normalized) is 0.105. (3) The peptide sequence is VALFSSCPVAY. The MHC is HLA-B53:01 with pseudo-sequence HLA-B53:01. The binding affinity (normalized) is 0.0847. (4) The peptide sequence is NMYELQKLN. The MHC is Mamu-A07 with pseudo-sequence Mamu-A07. The binding affinity (normalized) is 0.